This data is from Reaction yield outcomes from USPTO patents with 853,638 reactions. The task is: Predict the reaction yield, written as a fraction of the theoretical maximum amount of product (1.0 means a 100% yield; for example, 0.34 means a 34% yield). (1) The reactants are CN(C(ON1N=NC2C=CC=NC1=2)=[N+](C)C)C.F[P-](F)(F)(F)(F)F.[F:25][C:26]1[CH:27]=[C:28]([NH:37][C:38]([C@H:40]2[C:49]3[C:44](=[CH:45][C:46]([O:50][CH3:51])=[CH:47][CH:48]=3)[CH2:43][CH2:42][NH:41]2)=[O:39])[CH:29]=[C:30]([F:36])[C:31]=1[Si:32]([CH3:35])([CH3:34])[CH3:33].[C@@H:52]1([C:58](O)=[O:59])[CH2:54][C@H:53]1[C:55]([OH:57])=[O:56].CCN(C(C)C)C(C)C. The catalyst is CN(C=O)C.O. The product is [F:25][C:26]1[CH:27]=[C:28]([NH:37][C:38]([C@H:40]2[C:49]3[C:44](=[CH:45][C:46]([O:50][CH3:51])=[CH:47][CH:48]=3)[CH2:43][CH2:42][N:41]2[C:58]([C@@H:52]2[CH2:54][C@H:53]2[C:55]([OH:57])=[O:56])=[O:59])=[O:39])[CH:29]=[C:30]([F:36])[C:31]=1[Si:32]([CH3:33])([CH3:35])[CH3:34]. The yield is 0.160. (2) The reactants are [ClH:1].CCOCC.[OH:7][C:8]1[CH:13]=[CH:12][CH:11]=[CH:10][C:9]=1[C:14]1[N:23]=[C:22]([N:24]2[CH2:28][CH2:27][C@@H:26]([CH2:29][NH:30][C:31](=[O:37])[O:32][CH2:33][CH2:34][O:35][CH3:36])[CH2:25]2)[C:21]2[C:16](=[CH:17][C:18]([CH3:38])=[CH:19][CH:20]=2)[N:15]=1. The catalyst is C(Cl)Cl. The product is [ClH:1].[OH:7][C:8]1[CH:13]=[CH:12][CH:11]=[CH:10][C:9]=1[C:14]1[N:23]=[C:22]([N:24]2[CH2:28][CH2:27][C@@H:26]([CH2:29][NH:30][C:31](=[O:37])[O:32][CH2:33][CH2:34][O:35][CH3:36])[CH2:25]2)[C:21]2[C:16](=[CH:17][C:18]([CH3:38])=[CH:19][CH:20]=2)[N:15]=1. The yield is 0.770. (3) The reactants are [F:1][C:2]1[CH:3]=[C:4](B2OC(C)(C)C(C)(C)O2)[CH:5]=[C:6]2[C:11]=1[N:10]([CH3:12])[C:9](=[O:13])[CH2:8][CH2:7]2.Br[C:24]1[CH:25]=[C:26]([CH2:30][NH:31][S:32]([CH2:35][CH3:36])(=[O:34])=[O:33])[CH:27]=[N:28][CH:29]=1.C(=O)([O-])[O-].[Na+].[Na+]. The catalyst is CN(C=O)C.CCOC(C)=O.Cl[Pd](Cl)([P](C1C=CC=CC=1)(C1C=CC=CC=1)C1C=CC=CC=1)[P](C1C=CC=CC=1)(C1C=CC=CC=1)C1C=CC=CC=1. The product is [F:1][C:2]1[CH:3]=[C:4]([C:24]2[CH:25]=[C:26]([CH2:30][NH:31][S:32]([CH2:35][CH3:36])(=[O:33])=[O:34])[CH:27]=[N:28][CH:29]=2)[CH:5]=[C:6]2[C:11]=1[N:10]([CH3:12])[C:9](=[O:13])[CH2:8][CH2:7]2. The yield is 0.500. (4) The reactants are Cl[C:2]1[S:3][C:4]([CH2:13][CH2:14][C:15]([O:17][CH3:18])=[O:16])=[C:5]([C:7]2[CH:12]=[CH:11][CH:10]=[CH:9][CH:8]=2)[N:6]=1.[OH:19][C:20]1[CH:25]=[CH:24][C:23]([SH:26])=[CH:22][CH:21]=1.C(=O)([O-])[O-].[K+].[K+].CN(C)C=O. The catalyst is O. The product is [OH:19][C:20]1[CH:25]=[CH:24][C:23]([S:26][C:2]2[S:3][C:4]([CH2:13][CH2:14][C:15]([O:17][CH3:18])=[O:16])=[C:5]([C:7]3[CH:12]=[CH:11][CH:10]=[CH:9][CH:8]=3)[N:6]=2)=[CH:22][CH:21]=1. The yield is 0.930. (5) The reactants are Cl[C:2]1[CH:7]=[C:6]([CH3:8])[N:5]=[C:4]([NH:9][C:10]2[CH:15]=[CH:14][C:13]([N:16]3[CH:20]=[C:19]([CH3:21])[N:18]=[CH:17]3)=[C:12]([O:22][CH3:23])[CH:11]=2)[N:3]=1.[O-:24][CH2:25][CH3:26].[Na+]. The catalyst is C(O)C. The product is [CH2:25]([O:24][C:2]1[CH:7]=[C:6]([CH3:8])[N:5]=[C:4]([NH:9][C:10]2[CH:15]=[CH:14][C:13]([N:16]3[CH:20]=[C:19]([CH3:21])[N:18]=[CH:17]3)=[C:12]([O:22][CH3:23])[CH:11]=2)[N:3]=1)[CH3:26]. The yield is 0.820. (6) The reactants are C([O:8][C:9]1[C:14]2[CH:15]=[C:16]([C:18]3[N:19]=[C:20]4[N:24]([CH:25]=3)[N:23]=[C:22]([O:26][CH3:27])[S:21]4)[O:17][C:13]=2[CH:12]=[C:11]([Cl:28])[CH:10]=1)C1C=CC=CC=1.CC1C(C)=C(C)C(C)=C(C)C=1.B(Cl)(Cl)Cl.C([O-])(O)=O.[Na+]. The catalyst is C(Cl)Cl.O. The product is [Cl:28][C:11]1[CH:12]=[C:13]2[O:17][C:16]([C:18]3[N:19]=[C:20]4[N:24]([CH:25]=3)[N:23]=[C:22]([O:26][CH3:27])[S:21]4)=[CH:15][C:14]2=[C:9]([OH:8])[CH:10]=1. The yield is 0.664. (7) The reactants are [Cl:1][C:2]1[C:3]2[C@H:10]([CH3:11])[CH2:9][CH2:8][C:4]=2[N:5]=[CH:6][N:7]=1.C1C=C(Cl)C=C(C(OO)=[O:20])C=1.[O-]S([O-])(=S)=O.[Na+].[Na+].C([O-])([O-])=O.[Na+].[Na+]. The catalyst is C(Cl)(Cl)Cl.O. The product is [Cl:1][C:2]1[N:7]=[CH:6][N+:5]([O-:20])=[C:4]2[CH2:8][CH2:9][C@@H:10]([CH3:11])[C:3]=12. The yield is 0.530. (8) The reactants are [CH3:1][O:2][C:3]1[CH:48]=[CH:47][C:6]([CH2:7][N:8]([CH2:38][C:39]2[CH:44]=[CH:43][C:42]([O:45][CH3:46])=[CH:41][CH:40]=2)[C:9]2[N:14]=[C:13]([CH3:15])[N:12]=[C:11]([C:16]3[CH:17]=[C:18]([C@H:23]([N:25]4[CH2:30][CH2:29][N:28](C(OC(C)(C)C)=O)[CH2:27][CH2:26]4)[CH3:24])[CH:19]=[N:20][C:21]=3[F:22])[CH:10]=2)=[CH:5][CH:4]=1.C(O)(C(F)(F)F)=O. The catalyst is C(Cl)Cl. The product is [F:22][C:21]1[C:16]([C:11]2[N:12]=[C:13]([CH3:15])[N:14]=[C:9]([N:8]([CH2:7][C:6]3[CH:47]=[CH:48][C:3]([O:2][CH3:1])=[CH:4][CH:5]=3)[CH2:38][C:39]3[CH:40]=[CH:41][C:42]([O:45][CH3:46])=[CH:43][CH:44]=3)[CH:10]=2)=[CH:17][C:18]([C@H:23]([N:25]2[CH2:26][CH2:27][NH:28][CH2:29][CH2:30]2)[CH3:24])=[CH:19][N:20]=1. The yield is 0.850. (9) The reactants are C([N:8]1[CH2:13][CH2:12][CH:11]([CH2:14][CH2:15][OH:16])[CH2:10][CH2:9]1)(OC(C)(C)C)=O.[H-].[Na+].[CH3:19]I.[ClH:21]. The catalyst is C1COCC1.CCO. The product is [ClH:21].[CH3:19][O:16][CH2:15][CH2:14][CH:11]1[CH2:10][CH2:9][NH:8][CH2:13][CH2:12]1. The yield is 0.890.